This data is from Full USPTO retrosynthesis dataset with 1.9M reactions from patents (1976-2016). The task is: Predict the reactants needed to synthesize the given product. (1) The reactants are: [N:1]1([CH2:7][CH2:8][O:9][C:10]2[CH:11]=[C:12]([NH2:16])[CH:13]=[CH:14][CH:15]=2)[CH2:6][CH2:5][O:4][CH2:3][CH2:2]1.CS([C:20]1[N:25]=[CH:24][C:23]2=[CH:26][CH:27]=[C:28]([C:29]3[CH:30]=[N:31][N:32]([CH3:34])[CH:33]=3)[N:22]2[N:21]=1)=O. Given the product [CH3:34][N:32]1[CH:33]=[C:29]([C:28]2[N:22]3[C:23]([CH:24]=[N:25][C:20]([NH:16][C:12]4[CH:13]=[CH:14][CH:15]=[C:10]([O:9][CH2:8][CH2:7][N:1]5[CH2:6][CH2:5][O:4][CH2:3][CH2:2]5)[CH:11]=4)=[N:21]3)=[CH:26][CH:27]=2)[CH:30]=[N:31]1, predict the reactants needed to synthesize it. (2) Given the product [OH:30][B:27]1[C:26]2[CH:31]=[C:22]([NH:21][S:18]([C:11]3[CH:12]=[CH:13][C:14]([O:16][CH3:17])=[CH:15][C:10]=3[NH:9][CH2:1][C:2]3[CH:3]=[N:4][CH:5]=[CH:6][CH:7]=3)(=[O:20])=[O:19])[CH:23]=[CH:24][C:25]=2[CH2:29][O:28]1, predict the reactants needed to synthesize it. The reactants are: [CH:1](=O)[C:2]1[CH:7]=[CH:6][CH:5]=[N:4][CH:3]=1.[NH2:9][C:10]1[CH:15]=[C:14]([O:16][CH3:17])[CH:13]=[CH:12][C:11]=1[S:18]([NH:21][C:22]1[CH:23]=[CH:24][C:25]2[CH2:29][O:28][B:27]([OH:30])[C:26]=2[CH:31]=1)(=[O:20])=[O:19]. (3) Given the product [C:4]([O:3][C:1]([N:8]1[CH2:13][CH2:12][CH:11]([CH2:14][NH:15][C:24]2[NH:23][C:27]3[CH:26]=[CH:38][C:37]([F:40])=[CH:36][C:35]=3[S:41](=[O:43])(=[O:42])[N:25]=2)[CH2:10][CH2:9]1)=[O:2])([CH3:7])([CH3:6])[CH3:5], predict the reactants needed to synthesize it. The reactants are: [C:1]([N:8]1[CH2:13][CH2:12][CH:11]([CH2:14][NH2:15])[CH2:10][CH2:9]1)([O:3][C:4]([CH3:7])([CH3:6])[CH3:5])=[O:2].C([N:23]1[CH:27]=[CH:26][N:25]=[CH:24]1)([N:23]1[CH:27]=[CH:26][N:25]=[CH:24]1)=S.N1C=CN=C1.NC1C=[CH:38][C:37]([F:40])=[CH:36][C:35]=1[S:41](N)(=[O:43])=[O:42].CN(C1C=CC=CN=1)C.C(N=C=NC(C)C)(C)C. (4) Given the product [CH3:1][C:2]1[C:6]([NH:7][C:8]([O:10][C@H:11]([C:13]2[CH:14]=[CH:15][CH:16]=[CH:17][CH:18]=2)[CH3:12])=[O:9])=[C:5]([C:19]2[CH:38]=[CH:37][C:22]([C:23]([NH:25][C@@H:26]([CH2:30][C:31]3[CH:32]=[CH:33][CH:34]=[CH:35][CH:36]=3)[C:27]([OH:29])=[O:28])=[O:24])=[CH:21][CH:20]=2)[O:4][N:3]=1, predict the reactants needed to synthesize it. The reactants are: [CH3:1][C:2]1[C:6]([NH:7][C:8]([O:10][C@@H:11]([C:13]2[CH:18]=[CH:17][CH:16]=[CH:15][CH:14]=2)[CH3:12])=[O:9])=[C:5]([C:19]2[CH:38]=[CH:37][C:22]([C:23]([NH:25][C@@H:26]([CH2:30][C:31]3[CH:36]=[CH:35][CH:34]=[CH:33][CH:32]=3)[C:27]([OH:29])=[O:28])=[O:24])=[CH:21][CH:20]=2)[O:4][N:3]=1.Cl.COC(=O)[C@H](CC1C=CC=CC=1)N. (5) Given the product [C:12]1([S:9]([N:6]2[CH:7]=[CH:8][C:4]([NH2:1])=[CH:5]2)(=[O:10])=[O:11])[CH:17]=[CH:16][CH:15]=[CH:14][CH:13]=1, predict the reactants needed to synthesize it. The reactants are: [N+:1]([C:4]1[CH:8]=[CH:7][N:6]([S:9]([C:12]2[CH:17]=[CH:16][CH:15]=[CH:14][CH:13]=2)(=[O:11])=[O:10])[CH:5]=1)([O-])=O. (6) Given the product [CH3:12][N:13]([CH3:27])[C:14]1([C:21]2[CH:26]=[CH:25][CH:24]=[CH:23][CH:22]=2)[CH2:19][CH2:18][CH:17]([NH:11][CH2:10][C:3]2[C:4]3[C:9](=[CH:8][CH:7]=[CH:6][CH:5]=3)[N:1]([CH3:28])[CH:2]=2)[CH2:16][CH2:15]1, predict the reactants needed to synthesize it. The reactants are: [NH:1]1[C:9]2[C:4](=[CH:5][CH:6]=[CH:7][CH:8]=2)[C:3]([CH2:10][NH2:11])=[CH:2]1.[CH3:12][N:13]([CH3:27])[C:14]1([C:21]2[CH:26]=[CH:25][CH:24]=[CH:23][CH:22]=2)[CH2:19][CH2:18][C:17](=O)[CH2:16][CH2:15]1.[C:28](O)(=O)C.S([O-])([O-])(=O)=O.[Na+].[Na+].C(O[BH-](OC(=O)C)OC(=O)C)(=O)C.[Na+]. (7) Given the product [NH2:31][C:21]1[N:20]=[C:19]([NH2:32])[C:18]([C:15]2[CH:14]=[CH:13][C:12]([NH:11][C:6]([CH:5]3[CH2:4][CH2:2][CH2:10][CH2:9]3)=[O:8])=[CH:17][CH:16]=2)=[C:23]([CH2:24][O:25][CH2:26][CH2:27][CH:28]([CH3:29])[CH3:30])[N:22]=1, predict the reactants needed to synthesize it. The reactants are: Cl[C:2]1[CH:10]=[CH:9][C:5]([C:6]([OH:8])=O)=[CH:4]C=1.[NH2:11][C:12]1[CH:17]=[CH:16][C:15]([C:18]2[C:19]([NH2:32])=[N:20][C:21]([NH2:31])=[N:22][C:23]=2[CH2:24][O:25][CH2:26][CH2:27][CH:28]([CH3:30])[CH3:29])=[CH:14][CH:13]=1.NC1C=CC(C2C(N)=NC(N)=NC=2COCC2C=CC=CC=2)=CC=1. (8) Given the product [Cl:1][C:2]1[CH:3]=[CH:4][C:5]([C:8]2([CH3:32])[C:12]([C:14]3[CH:15]=[CH:16][C:17]([Cl:20])=[CH:18][CH:19]=3)([CH3:13])[N:11]([C:33]([Cl:35])=[O:34])[C:10]([C:21]3[CH:28]=[CH:27][C:24]([C:25]#[N:26])=[CH:23][C:22]=3[O:29][CH2:30][CH3:31])=[N:9]2)=[CH:6][CH:7]=1, predict the reactants needed to synthesize it. The reactants are: [Cl:1][C:2]1[CH:7]=[CH:6][C:5]([C@@:8]2([CH3:32])[C@:12]([C:14]3[CH:19]=[CH:18][C:17]([Cl:20])=[CH:16][CH:15]=3)([CH3:13])[NH:11][C:10]([C:21]3[CH:28]=[CH:27][C:24]([C:25]#[N:26])=[CH:23][C:22]=3[O:29][CH2:30][CH3:31])=[N:9]2)=[CH:4][CH:3]=1.[C:33](Cl)([Cl:35])=[O:34].C(N(CC)CC)C. (9) Given the product [Br:1][C:2]1[N:6]2[CH:7]=[CH:8][N:9]=[C:10]([NH:15][CH2:14][CH2:12][OH:13])[C:5]2=[N:4][CH:3]=1, predict the reactants needed to synthesize it. The reactants are: [Br:1][C:2]1[N:6]2[C:7](Br)=[CH:8][N:9]=[CH:10][C:5]2=[N:4][CH:3]=1.[CH2:12]([CH2:14][NH2:15])[OH:13]. (10) Given the product [CH2:14]([C:12]1([CH3:38])[CH2:13][C@H:8]([C:4]2[CH:5]=[CH:6][CH:7]=[C:2]([Cl:1])[CH:3]=2)[C@@H:9]([C:26]2[CH:31]=[CH:30][C:29]([Cl:32])=[CH:28][CH:27]=2)[N:10]([C@@H:16]([CH2:24][CH3:25])[C:17]([O:19][C:20]([CH3:23])([CH3:22])[CH3:21])=[O:18])[C:11]1=[O:15])[CH:33]=[CH2:34], predict the reactants needed to synthesize it. The reactants are: [Cl:1][C:2]1[CH:3]=[C:4]([C@H:8]2[CH2:13][CH:12]([CH3:14])[C:11](=[O:15])[N:10]([C@@H:16]([CH2:24][CH3:25])[C:17]([O:19][C:20]([CH3:23])([CH3:22])[CH3:21])=[O:18])[C@@H:9]2[C:26]2[CH:31]=[CH:30][C:29]([Cl:32])=[CH:28][CH:27]=2)[CH:5]=[CH:6][CH:7]=1.[CH2:33](Br)[CH:34]=C.[Li+].[CH3:38][Si]([N-][Si](C)(C)C)(C)C.[NH4+].[Cl-].